Dataset: Reaction yield outcomes from USPTO patents with 853,638 reactions. Task: Predict the reaction yield, written as a fraction of the theoretical maximum amount of product (1.0 means a 100% yield; for example, 0.34 means a 34% yield). The reactants are [NH2:1][C:2]1[CH:11]=[C:10]([Cl:12])[C:9]([C:13]2[CH:14]=[C:15]3[C:19](=[CH:20][CH:21]=2)[N:18]([CH3:22])[CH:17]=[CH:16]3)=[CH:8][C:3]=1[C:4]([O:6][CH3:7])=[O:5].C(N(CC)CC)C.[CH3:30][O:31][C:32]1[CH:33]=[C:34]([CH2:38][C:39](Cl)=[O:40])[CH:35]=[CH:36][CH:37]=1. The catalyst is ClCCl. The product is [Cl:12][C:10]1[C:9]([C:13]2[CH:14]=[C:15]3[C:19](=[CH:20][CH:21]=2)[N:18]([CH3:22])[CH:17]=[CH:16]3)=[CH:8][C:3]([C:4]([O:6][CH3:7])=[O:5])=[C:2]([NH:1][C:39](=[O:40])[CH2:38][C:34]2[CH:35]=[CH:36][CH:37]=[C:32]([O:31][CH3:30])[CH:33]=2)[CH:11]=1. The yield is 0.760.